From a dataset of Catalyst prediction with 721,799 reactions and 888 catalyst types from USPTO. Predict which catalyst facilitates the given reaction. (1) Reactant: C(OC(=O)[CH2:5][CH:6]([NH:8][CH2:9][CH:10]([C:12]([O:14]C)=O)[CH3:11])[CH3:7])C.C[O-].[Na+].CO. Product: [CH3:7][C@H:6]1[CH2:5][C:12](=[O:14])[C@H:10]([CH3:11])[CH2:9][NH:8]1. The catalyst class is: 11. (2) Reactant: [Cl-].O[NH3+:3].[C:4](=[O:7])([O-])[OH:5].[Na+].CS(C)=O.[F:13][C:14]1[CH:15]=[C:16]([N:24]2[C:29](=[O:30])[C:28]([CH2:31][C:32]3[CH:37]=[CH:36][C:35]([C:38]4[C:39]([C:44]#[N:45])=[CH:40][CH:41]=[CH:42][CH:43]=4)=[CH:34][CH:33]=3)=[C:27]([CH2:46][CH2:47][CH3:48])[N:26]=[C:25]2[CH3:49])[CH:17]=[CH:18][C:19]=1[O:20][CH:21]([CH3:23])[CH3:22]. Product: [F:13][C:14]1[CH:15]=[C:16]([N:24]2[C:29](=[O:30])[C:28]([CH2:31][C:32]3[CH:37]=[CH:36][C:35]([C:38]4[CH:43]=[CH:42][CH:41]=[CH:40][C:39]=4[C:44]4[NH:3][C:4](=[O:7])[O:5][N:45]=4)=[CH:34][CH:33]=3)=[C:27]([CH2:46][CH2:47][CH3:48])[N:26]=[C:25]2[CH3:49])[CH:17]=[CH:18][C:19]=1[O:20][CH:21]([CH3:23])[CH3:22]. The catalyst class is: 69. (3) Reactant: [NH2:1][C:2]1[CH:7]=[CH:6][C:5]([C:8]2[C:13]([Cl:14])=[CH:12][C:11]([NH:15][C:16]3[N:20]=[C:19]([NH2:21])[NH:18][N:17]=3)=[CH:10][C:9]=2[Cl:22])=[CH:4][CH:3]=1.[CH3:23][O:24][CH2:25][C:26](O)=[O:27].CCN(C(C)C)C(C)C.CN(C(ON1N=NC2C=CC=NC1=2)=[N+](C)C)C.F[P-](F)(F)(F)(F)F. Product: [NH2:21][C:19]1[NH:18][N:17]=[C:16]([NH:15][C:11]2[CH:12]=[C:13]([Cl:14])[C:8]([C:5]3[CH:6]=[CH:7][C:2]([NH:1][C:26](=[O:27])[CH2:25][O:24][CH3:23])=[CH:3][CH:4]=3)=[C:9]([Cl:22])[CH:10]=2)[N:20]=1. The catalyst class is: 18. (4) Reactant: [F:1][C:2]1[CH:7]=[CH:6][CH:5]=[CH:4][C:3]=1[C:8]1[CH:12]=[N:11][N:10]([CH3:13])[C:9]=1[NH2:14].Cl[C:16](Cl)([O:18]C(=O)OC(Cl)(Cl)Cl)Cl.[F:27][C:28]([F:39])([F:38])[C:29]1[CH:30]=[C:31]([CH:35]([OH:37])[CH3:36])[CH:32]=[CH:33][CH:34]=1. Product: [F:27][C:28]([F:38])([F:39])[C:29]1[CH:30]=[C:31]([CH:35]([O:37][C:16](=[O:18])[NH:14][C:9]2[N:10]([CH3:13])[N:11]=[CH:12][C:8]=2[C:3]2[CH:4]=[CH:5][CH:6]=[CH:7][C:2]=2[F:1])[CH3:36])[CH:32]=[CH:33][CH:34]=1. The catalyst class is: 426. (5) Reactant: [F:1][C:2]1[N:10]=[C:9]([F:11])[CH:8]=[CH:7][C:3]=1[C:4]([OH:6])=O.S(Cl)(Cl)=O.[OH:16][CH2:17][CH:18]1[NH:23][CH2:22][CH2:21][N:20]([C:24]([O:26][C:27]([CH3:30])([CH3:29])[CH3:28])=[O:25])[CH2:19]1.C(N(CC)CC)C. Product: [F:1][C:2]1[C:3]([C:4]([N:23]2[CH2:22][CH2:21][N:20]([C:24]([O:26][C:27]([CH3:28])([CH3:29])[CH3:30])=[O:25])[CH2:19][CH:18]2[CH2:17][OH:16])=[O:6])=[CH:7][CH:8]=[C:9]([F:11])[N:10]=1. The catalyst class is: 30. (6) The catalyst class is: 591. Product: [OH:28][CH2:27][CH2:26][N:17]1[CH:18]=[C:19]([C:20]2[CH:21]=[CH:22][N:23]=[CH:24][CH:25]=2)[C:15]([C:12]2[CH:11]=[CH:10][C:9]([OH:8])=[CH:14][CH:13]=2)=[N:16]1. Reactant: C([O:8][C:9]1[CH:14]=[CH:13][C:12]([C:15]2[C:19]([C:20]3[CH:25]=[CH:24][N:23]=[CH:22][CH:21]=3)=[CH:18][N:17]([CH2:26][CH2:27][OH:28])[N:16]=2)=[CH:11][CH:10]=1)C1C=CC=CC=1. (7) The catalyst class is: 3. Reactant: [Cl-:1].[Li+].C1(C)C=CC(S([O:12][CH2:13][CH2:14][CH:15]([CH3:35])[CH:16]([C:28]2[CH:33]=[CH:32][C:31]([F:34])=[CH:30][CH:29]=2)[C:17]([NH:19][NH:20][C:21]([O:23][C:24]([CH3:27])([CH3:26])[CH3:25])=[O:22])=[O:18])(=O)=O)=CC=1.O.C(OCC)(=O)C. Product: [Cl:1][CH:13]([OH:12])[CH2:14][CH:15]([CH3:35])[CH:16]([C:28]1[CH:33]=[CH:32][C:31]([F:34])=[CH:30][CH:29]=1)[C:17]([NH:19][NH:20][C:21]([O:23][C:24]([CH3:27])([CH3:26])[CH3:25])=[O:22])=[O:18].